Dataset: Full USPTO retrosynthesis dataset with 1.9M reactions from patents (1976-2016). Task: Predict the reactants needed to synthesize the given product. (1) Given the product [CH3:20][N:2]([CH3:1])[C:3]1[CH:4]=[CH:5][C:6]([C:9]2[O:19][C:14]3[C:13]([C:11](=[O:12])[C:10]=2[OH:21])=[CH:18][CH:17]=[CH:16][CH:15]=3)=[CH:7][CH:8]=1, predict the reactants needed to synthesize it. The reactants are: [CH3:1][N:2]([CH3:20])[C:3]1[CH:8]=[CH:7][C:6](/[CH:9]=[CH:10]/[C:11]([C:13]2[CH:18]=[CH:17][CH:16]=[CH:15][C:14]=2[OH:19])=[O:12])=[CH:5][CH:4]=1.[OH-:21].[Na+].OO. (2) The reactants are: [Cl:1][C:2]1[CH:3]=[C:4]([C:9]([N:11]2[CH2:18][CH:17]3[CH:13]([CH2:14][NH:15][CH2:16]3)[CH2:12]2)=[O:10])[CH:5]=[CH:6][C:7]=1[Cl:8].CCN([CH2:24][CH3:25])CC.[S:26](Cl)(Cl)(=[O:28])=[O:27]. Given the product [Cl:1][C:2]1[CH:3]=[C:4]([C:9]([N:11]2[CH2:12][CH:13]3[CH:17]([CH2:16][N:15]([S:26]([CH:24]=[CH2:25])(=[O:28])=[O:27])[CH2:14]3)[CH2:18]2)=[O:10])[CH:5]=[CH:6][C:7]=1[Cl:8], predict the reactants needed to synthesize it.